Dataset: Plasma protein binding rate (PPBR) regression data from AstraZeneca. Task: Regression/Classification. Given a drug SMILES string, predict its absorption, distribution, metabolism, or excretion properties. Task type varies by dataset: regression for continuous measurements (e.g., permeability, clearance, half-life) or binary classification for categorical outcomes (e.g., BBB penetration, CYP inhibition). For this dataset (ppbr_az), we predict Y. (1) The molecule is C[C@H]([C@H](O)c1ccc(O)cc1)N1CCC(O)(c2ccccc2)CC1. The Y is 31.9 %. (2) The Y is 42.0 %. The molecule is COc1cc(C)c(S(=O)(=O)N(C)CCOCC(=O)N2CCN(C3CCN(C)CC3)CC2)c(C)c1. (3) The compound is CC(=O)Nc1ccc2ccn(-c3cc(NCCCCO)n4ncc(C#N)c4n3)c2c1. The Y is 95.9 %.